From a dataset of Reaction yield outcomes from USPTO patents with 853,638 reactions. Predict the reaction yield, written as a fraction of the theoretical maximum amount of product (1.0 means a 100% yield; for example, 0.34 means a 34% yield). (1) The reactants are [CH3:1][S:2]([O:5][C:6]1[CH:15]=[CH:14][C:13]2[C:8](=[C:9]([NH:16][C:17]([O:19][C:20]([CH3:23])([CH3:22])[CH3:21])=[O:18])[CH:10]=[CH:11][CH:12]=2)[CH:7]=1)(=[O:4])=[O:3].[Br:24]N1C(=O)CCC1=O.O.[OH-].[Na+]. The catalyst is C(O)(=O)C.ClCCl. The product is [CH3:1][S:2]([O:5][C:6]1[CH:15]=[CH:14][C:13]2[C:8](=[C:9]([NH:16][C:17]([O:19][C:20]([CH3:23])([CH3:22])[CH3:21])=[O:18])[CH:10]=[CH:11][C:12]=2[Br:24])[CH:7]=1)(=[O:4])=[O:3]. The yield is 0.710. (2) The reactants are [N:1]1[CH:6]=[CH:5][CH:4]=[CH:3][C:2]=1[CH:7]=O.Cl.[NH2:10][OH:11].[OH-].[Na+].Cl. The catalyst is C(O)C.O. The product is [N:1]1[CH:6]=[CH:5][CH:4]=[CH:3][C:2]=1/[CH:7]=[N:10]\[OH:11]. The yield is 0.780.